This data is from Reaction yield outcomes from USPTO patents with 853,638 reactions. The task is: Predict the reaction yield, written as a fraction of the theoretical maximum amount of product (1.0 means a 100% yield; for example, 0.34 means a 34% yield). (1) The reactants are [CH3:1][C:2]1[CH:7]=[C:6]([CH2:8][C:9]2[C:10](=[O:29])[N:11]([CH:22]3[CH2:27][CH2:26][C:25](=[O:28])[CH2:24][CH2:23]3)[C:12]3[N:13]([N:18]=[C:19]([CH3:21])[N:20]=3)[C:14]=2[CH2:15][CH2:16][CH3:17])[CH:5]=[CH:4][C:3]=1[C:30]1[C:31]([C:36]#[N:37])=[CH:32][CH:33]=[CH:34][CH:35]=1.O1CCCC1.[BH4-].[Na+]. The catalyst is CO. The product is [OH:28][C@H:25]1[CH2:26][CH2:27][C@H:22]([N:11]2[C:10](=[O:29])[C:9]([CH2:8][C:6]3[CH:5]=[CH:4][C:3]([C:30]4[C:31]([C:36]#[N:37])=[CH:32][CH:33]=[CH:34][CH:35]=4)=[C:2]([CH3:1])[CH:7]=3)=[C:14]([CH2:15][CH2:16][CH3:17])[N:13]3[N:18]=[C:19]([CH3:21])[N:20]=[C:12]23)[CH2:23][CH2:24]1. The yield is 0.910. (2) The reactants are Br[C:2]([F:9])([F:8])[C:3]([O:5][CH2:6][CH3:7])=[O:4].[N+:10]([C:13]1[CH:20]=[CH:19][CH:18]=[CH:17][C:14]=1[CH:15]=[O:16])([O-:12])=[O:11]. The catalyst is C1COCC1.CCOC(C)=O.[Zn]. The product is [CH2:6]([O:5][C:3](=[O:4])[C:2]([F:9])([F:8])[CH:15]([C:14]1[CH:17]=[CH:18][CH:19]=[CH:20][C:13]=1[N+:10]([O-:12])=[O:11])[OH:16])[CH3:7]. The yield is 0.910. (3) The reactants are [H-].[Na+].[F:3][C:4]([F:12])([F:11])[CH2:5][CH2:6][C:7]([O:9][CH3:10])=[O:8].[CH:13](OC)=[O:14]. The catalyst is COCCOC. The product is [F:3][C:4]([F:12])([F:11])[CH2:5]/[C:6](=[CH:13]/[OH:14])/[C:7]([O:9][CH3:10])=[O:8]. The yield is 0.742. (4) The reactants are [CH3:1][C:2]1[C:23]([CH3:24])=[CH:22][C:5]2[N:6]([CH2:9][C:10]3[CH:21]=[CH:20][C:13]4[N:14]=[C:15]([S:17](C)=O)S[C:12]=4[CH:11]=3)[CH:7]=[N:8][C:4]=2[CH:3]=1.[NH2:25][C@@H:26]1[CH2:31][CH2:30][CH2:29][CH2:28][C@H:27]1[OH:32].CCN(C(C)C)C(C)C.CN1C(=O)CCC1. The catalyst is CCOC(C)=O. The product is [CH3:1][C:2]1[C:23]([CH3:24])=[CH:22][C:5]2[N:6]([CH2:9][C:10]3[CH:11]=[CH:12][C:13]4[N:14]=[C:15]([NH:25][C@@H:26]5[CH2:31][CH2:30][CH2:29][CH2:28][C@H:27]5[OH:32])[S:17][C:20]=4[CH:21]=3)[CH:7]=[N:8][C:4]=2[CH:3]=1. The yield is 0.470.